This data is from CYP2C19 inhibition data for predicting drug metabolism from PubChem BioAssay. The task is: Regression/Classification. Given a drug SMILES string, predict its absorption, distribution, metabolism, or excretion properties. Task type varies by dataset: regression for continuous measurements (e.g., permeability, clearance, half-life) or binary classification for categorical outcomes (e.g., BBB penetration, CYP inhibition). Dataset: cyp2c19_veith. (1) The compound is c1ccc2oc(C3=NCCN3)cc2c1. The result is 0 (non-inhibitor). (2) The drug is CCc1ccc(N(C(=O)c2ccoc2C)C(C(=O)NC2CCCC2)c2ccc(OC)cc2)cc1. The result is 1 (inhibitor).